Dataset: Full USPTO retrosynthesis dataset with 1.9M reactions from patents (1976-2016). Task: Predict the reactants needed to synthesize the given product. (1) Given the product [C:1]([Si:5]([CH3:25])([CH3:26])[O:6][C@@H:7]1[CH2:11][C:10](=[O:12])[CH:9]([CH2:13]/[CH:14]=[CH:15]\[CH2:16][CH2:17][CH2:18][C:19]([O:21][CH:22]([CH3:23])[CH3:24])=[O:20])[C@H:8]1[CH:34]=[CH:33][C:27]1[CH:32]=[CH:31][CH:30]=[CH:29][CH:28]=1)([CH3:3])([CH3:4])[CH3:2], predict the reactants needed to synthesize it. The reactants are: [C:1]([Si:5]([CH3:26])([CH3:25])[O:6][C@@H:7]1[CH2:11][C:10](=[O:12])[C:9]([CH2:13]/[CH:14]=[CH:15]\[CH2:16][CH2:17][CH2:18][C:19]([O:21][CH:22]([CH3:24])[CH3:23])=[O:20])=[CH:8]1)([CH3:4])([CH3:3])[CH3:2].[C:27]1(/[CH:33]=[CH:34]/B(O)O)[CH:32]=[CH:31][CH:30]=[CH:29][CH:28]=1.[OH-].[K+]. (2) Given the product [CH3:1][CH:2]([CH3:12])[CH2:3][CH2:4][C:5](=[N:19][O:18][CH2:17][C:14]([OH:16])=[O:15])[C:7]1[CH:11]=[CH:10][S:9][CH:8]=1, predict the reactants needed to synthesize it. The reactants are: [CH3:1][CH:2]([CH3:12])[CH2:3][CH2:4][C:5]([C:7]1[CH:11]=[CH:10][S:9][CH:8]=1)=O.Cl.[C:14]([CH2:17][O:18][NH2:19])([OH:16])=[O:15].[C:14]([CH2:17][O:18][NH2:19])([OH:16])=[O:15].[OH-].[Na+]. (3) Given the product [F:41][CH:2]([F:1])[C:3]1[N:7]([C:8]2[N:13]=[C:12]([N:14]3[CH2:19][CH2:18][O:17][CH2:16][CH2:15]3)[N:11]=[C:10]([C:20]3[CH:21]=[CH:22][C:23]([NH:26][CH3:27])=[CH:24][CH:25]=3)[N:9]=2)[C:6]2[CH:35]=[CH:36][CH:37]=[C:38]([O:39][CH3:40])[C:5]=2[N:4]=1, predict the reactants needed to synthesize it. The reactants are: [F:1][CH:2]([F:41])[C:3]1[N:7]([C:8]2[N:13]=[C:12]([N:14]3[CH2:19][CH2:18][O:17][CH2:16][CH2:15]3)[N:11]=[C:10]([C:20]3[CH:25]=[CH:24][C:23]([N:26](C)[C:27](=O)OC(C)(C)C)=[CH:22][CH:21]=3)[N:9]=2)[C:6]2[CH:35]=[CH:36][CH:37]=[C:38]([O:39][CH3:40])[C:5]=2[N:4]=1.C(O)(C(F)(F)F)=O.N.